The task is: Predict the product of the given reaction.. This data is from Forward reaction prediction with 1.9M reactions from USPTO patents (1976-2016). Given the reactants Br[CH2:2][C:3]1[C:12]2[C:7](=[C:8]([F:14])[C:9]([F:13])=[CH:10][CH:11]=2)[NH:6][C:5](=[O:15])[CH:4]=1.[CH3:16][C:17]1[NH:21][C:20]2[CH:22]=[C:23]([CH3:27])[C:24]([CH3:26])=[CH:25][C:19]=2[N:18]=1, predict the reaction product. The product is: [F:13][C:9]1[C:8]([F:14])=[C:7]2[C:12]([C:3]([CH2:2][N:18]3[C:19]4[CH:25]=[C:24]([CH3:26])[C:23]([CH3:27])=[CH:22][C:20]=4[N:21]=[C:17]3[CH3:16])=[CH:4][C:5](=[O:15])[NH:6]2)=[CH:11][CH:10]=1.